Binary Classification. Given a T-cell receptor sequence (or CDR3 region) and an epitope sequence, predict whether binding occurs between them. From a dataset of TCR-epitope binding with 47,182 pairs between 192 epitopes and 23,139 TCRs. The epitope is TPQDLNTML. The TCR CDR3 sequence is CASSLLAGAGELFF. Result: 0 (the TCR does not bind to the epitope).